Task: Predict the reactants needed to synthesize the given product.. Dataset: Full USPTO retrosynthesis dataset with 1.9M reactions from patents (1976-2016) (1) Given the product [CH2:16]([S:17][C:26](=[O:27])[CH2:25][C@H:24]([NH:29][C:30](=[O:35])[CH2:31][CH2:32][CH:33]=[CH2:34])[C:23]([OH:36])=[O:22])[C:10]1[CH:15]=[CH:14][CH:13]=[CH:12][CH:11]=1, predict the reactants needed to synthesize it. The reactants are: C(N=C=NC(C)C)(C)C.[C:10]1([CH2:16][SH:17])[CH:15]=[CH:14][CH:13]=[CH:12][CH:11]=1.C([O:22][C:23](=[O:36])[C@@H:24]([NH:29][C:30](=[O:35])[CH2:31][CH2:32][CH:33]=[CH2:34])[CH2:25][C:26](O)=[O:27])(C)(C)C.C(O)(=O)CCC=C.C(O)(C(F)(F)F)=O. (2) Given the product [CH3:1][O:2][C:3]([C:5]1[CH:6]=[C:7]2[C:11](=[CH:12][CH:13]=1)[NH:10][C:9]([C:14]1[CH:19]=[CH:18][C:17]([NH2:20])=[CH:16][CH:15]=1)=[CH:8]2)=[O:4], predict the reactants needed to synthesize it. The reactants are: [CH3:1][O:2][C:3]([C:5]1[CH:6]=[C:7]2[C:11](=[CH:12][CH:13]=1)[NH:10][C:9]([C:14]1[CH:19]=[CH:18][C:17]([N+:20]([O-])=O)=[CH:16][CH:15]=1)=[CH:8]2)=[O:4].CO.C1COCC1. (3) Given the product [CH3:34][O:33][C:30]1[CH:31]=[CH:32][C:27]([CH2:26][N:25]([CH2:35][C:36]2[CH:41]=[CH:40][C:39]([O:42][CH3:43])=[CH:38][CH:37]=2)[C:20]2[CH:19]=[C:18]([C:17]3[C:12]([NH:63][C:60]4[CH:61]=[N:62][C:57]([O:56][CH3:55])=[CH:58][CH:59]=4)=[N:13][CH:14]=[C:15]([CH2:44][N:45]4[CH2:50][CH2:49][N:48]([S:51]([CH3:54])(=[O:53])=[O:52])[CH2:47][CH2:46]4)[CH:16]=3)[N:23]=[C:22]([CH3:24])[N:21]=2)=[CH:28][CH:29]=1, predict the reactants needed to synthesize it. The reactants are: C[Si]([N-][Si](C)(C)C)(C)C.[Li+].F[C:12]1[C:17]([C:18]2[N:23]=[C:22]([CH3:24])[N:21]=[C:20]([N:25]([CH2:35][C:36]3[CH:41]=[CH:40][C:39]([O:42][CH3:43])=[CH:38][CH:37]=3)[CH2:26][C:27]3[CH:32]=[CH:31][C:30]([O:33][CH3:34])=[CH:29][CH:28]=3)[CH:19]=2)=[CH:16][C:15]([CH2:44][N:45]2[CH2:50][CH2:49][N:48]([S:51]([CH3:54])(=[O:53])=[O:52])[CH2:47][CH2:46]2)=[CH:14][N:13]=1.[CH3:55][O:56][C:57]1[N:62]=[CH:61][C:60]([NH2:63])=[CH:59][CH:58]=1. (4) Given the product [CH3:1][CH:2]([CH3:34])[CH2:3][C@@H:4]([NH:12][CH2:13][C:14]1[CH:19]=[CH:18][N:17]=[C:16]2[NH:20][CH:21]=[C:22]([C:23]([OH:25])=[O:24])[C:15]=12)[C:5](=[O:11])[N:6]1[CH2:10][CH2:9][CH2:8][CH2:7]1, predict the reactants needed to synthesize it. The reactants are: [CH3:1][CH:2]([CH3:34])[CH2:3][C@@H:4]([NH:12][CH2:13][C:14]1[CH:19]=[CH:18][N:17]=[C:16]2[N:20](C(OC(C)(C)C)=O)[CH:21]=[C:22]([C:23]([O:25]C)=[O:24])[C:15]=12)[C:5](=[O:11])[N:6]1[CH2:10][CH2:9][CH2:8][CH2:7]1.[OH-].[Na+].